The task is: Predict the reactants needed to synthesize the given product.. This data is from Full USPTO retrosynthesis dataset with 1.9M reactions from patents (1976-2016). (1) Given the product [P:1]([O-:5])([O-:4])([O-:3])=[O:2].[Ca+2:9].[P:1]([O-:5])([O-:4])([O-:3])=[O:2].[Ca+2:9].[Ca+2:9], predict the reactants needed to synthesize it. The reactants are: [P:1]([O-:5])([O-:4])([O-:3])=[O:2].[32PH3].[33PH3].[Cl-].[Ca+2:9].[Cl-]. (2) Given the product [Br:54][CH2:26][C:23]1[CH:22]=[CH:21][C:20]([C:18]2[CH:19]=[C:14]([C:12]([NH:11][CH2:10][C:3]3[C:4](=[O:9])[NH:5][C:6]([CH3:8])=[CH:7][C:2]=3[CH3:1])=[O:13])[C:15]3[CH:30]=[N:29][N:28]([CH:31]([CH3:33])[CH3:32])[C:16]=3[N:17]=2)=[CH:25][CH:24]=1, predict the reactants needed to synthesize it. The reactants are: [CH3:1][C:2]1[CH:7]=[C:6]([CH3:8])[NH:5][C:4](=[O:9])[C:3]=1[CH2:10][NH:11][C:12]([C:14]1[C:15]2[CH:30]=[N:29][N:28]([CH:31]([CH3:33])[CH3:32])[C:16]=2[N:17]=[C:18]([C:20]2[CH:25]=[CH:24][C:23]([CH2:26]O)=[CH:22][CH:21]=2)[CH:19]=1)=[O:13].C1C=CC(P(C2C=CC=CC=2)C2C=CC=CC=2)=CC=1.C(Br)(Br)(Br)[Br:54]. (3) Given the product [Cl:26][C:27]1[CH:32]=[C:31]([Cl:33])[CH:30]=[CH:29][C:28]=1[NH:34][C:21]([C:19]1[N:20]=[C:16]([CH2:15][O:14][C:13]2[CH:12]=[CH:11][C:10]([CH2:9][CH2:8][CH2:7][CH2:6][N:1]3[CH:5]=[CH:4][N:3]=[N:2]3)=[CH:25][CH:24]=2)[O:17][CH:18]=1)=[O:23], predict the reactants needed to synthesize it. The reactants are: [N:1]1([CH2:6][CH2:7][CH2:8][CH2:9][C:10]2[CH:25]=[CH:24][C:13]([O:14][CH2:15][C:16]3[O:17][CH:18]=[C:19]([C:21]([OH:23])=O)[N:20]=3)=[CH:12][CH:11]=2)[CH:5]=[CH:4][N:3]=[N:2]1.[Cl:26][C:27]1[CH:32]=[C:31]([Cl:33])[CH:30]=[CH:29][C:28]=1[NH2:34].